This data is from Full USPTO retrosynthesis dataset with 1.9M reactions from patents (1976-2016). The task is: Predict the reactants needed to synthesize the given product. (1) Given the product [C:11]([O:14][CH2:15][C:16]1[C:17]([N:25]2[CH2:36][CH2:35][N:34]3[C:27](=[CH:28][C:29]4[CH2:30][C:31]([CH3:38])([CH3:37])[CH2:32][C:33]=43)[C:26]2=[O:39])=[N:18][CH:19]=[CH:20][C:21]=1[C:6]1[CH:7]=[C:2]([Br:1])[C:3](=[O:10])[N:4]([CH3:9])[CH:5]=1)(=[O:13])[CH3:12], predict the reactants needed to synthesize it. The reactants are: [Br:1][C:2]1[C:3](=[O:10])[N:4]([CH3:9])[CH:5]=[C:6](I)[CH:7]=1.[C:11]([O:14][CH2:15][C:16]1[C:17]([N:25]2[CH2:36][CH2:35][N:34]3[C:27](=[CH:28][C:29]4[CH2:30][C:31]([CH3:38])([CH3:37])[CH2:32][C:33]=43)[C:26]2=[O:39])=[N:18][CH:19]=[CH:20][C:21]=1B(O)O)(=[O:13])[CH3:12].[O-]P([O-])([O-])=O.[K+].[K+].[K+].C([O-])(=O)C.[Na+]. (2) Given the product [CH3:20][O:21][C:22]([C:24]1[S:25][C:26]([N+:30]([O-:32])=[O:31])=[C:27]([S:46][C:37]2[CH:38]=[C:39]([C:40]3[CH:41]=[CH:42][CH:43]=[CH:44][CH:45]=3)[C:34]([CH3:33])=[CH:35][CH:36]=2)[CH:28]=1)=[O:23], predict the reactants needed to synthesize it. The reactants are: C1(P(C2C=CC=CC=2)C2C=CC=CC=2)C=CC=CC=1.[CH3:20][O:21][C:22]([C:24]1[S:25][C:26]([N+:30]([O-:32])=[O:31])=[C:27](Br)[CH:28]=1)=[O:23].[CH3:33][C:34]1[C:39]([C:40]2[CH:45]=[CH:44][CH:43]=[CH:42][CH:41]=2)=[CH:38][C:37]([SH:46])=[CH:36][CH:35]=1. (3) Given the product [C:24]([O:23][C:21]([NH:28][C:29]1[CH:30]=[CH:31][C:32]([O:35][C:10]([C:5]2[S:6][CH:7]=[CH:8][N:9]=2)=[O:11])=[CH:33][CH:34]=1)=[O:22])([CH3:27])([CH3:25])[CH3:26], predict the reactants needed to synthesize it. The reactants are: [Si]([C:5]1[S:6][CH:7]=[CH:8][N:9]=1)(C)(C)C.[C:10](Cl)(Cl)=[O:11].C1(C)C=CC=CC=1.[C:21]([NH:28][C:29]1[CH:34]=[CH:33][C:32]([OH:35])=[CH:31][CH:30]=1)([O:23][C:24]([CH3:27])([CH3:26])[CH3:25])=[O:22].N1C=CC=CC=1. (4) Given the product [Cl:49][C:50]1[CH:62]=[CH:61][C:53]2[N:54]([CH3:60])[C:55]([CH:57]([NH:59][C:5](=[O:7])[C:4]3[CH:8]=[CH:9][C:10]([C:11]([N:13]4[CH2:17][CH2:16][CH2:15][CH2:14]4)=[O:12])=[C:2]([CH3:1])[CH:3]=3)[CH3:58])=[N:56][C:52]=2[CH:51]=1, predict the reactants needed to synthesize it. The reactants are: [CH3:1][C:2]1[CH:3]=[C:4]([CH:8]=[CH:9][C:10]=1[C:11]([N:13]1[CH2:17][CH2:16][CH2:15][CH2:14]1)=[O:12])[C:5]([OH:7])=O.CN(C(ON1N=NC2C=CC=CC1=2)=[N+](C)C)C.[B-](F)(F)(F)F.C(N(C(C)C)CC)(C)C.[Cl:49][C:50]1[CH:62]=[CH:61][C:53]2[N:54]([CH3:60])[C:55]([CH:57]([NH2:59])[CH3:58])=[N:56][C:52]=2[CH:51]=1.ClCl.